This data is from Full USPTO retrosynthesis dataset with 1.9M reactions from patents (1976-2016). The task is: Predict the reactants needed to synthesize the given product. (1) Given the product [I:1][C:2]1[CH:3]=[C:4]([CH:8]=[CH:9][C:10]=1[CH3:11])[C:5]([O:7][CH2:12][CH3:13])=[O:6], predict the reactants needed to synthesize it. The reactants are: [I:1][C:2]1[CH:3]=[C:4]([CH:8]=[CH:9][C:10]=1[CH3:11])[C:5]([OH:7])=[O:6].[C:12](OCC)(=O)[CH3:13].CCCCCC. (2) Given the product [C:37]([N:34]1[CH2:33][CH2:32][N:31]([C:28]2[CH:27]=[CH:26][C:25]([NH:24][C:9](=[O:11])[CH2:8][C:5]3[CH:6]=[N:7][C:2]([Cl:1])=[C:3]([F:16])[CH:4]=3)=[N:30][CH:29]=2)[CH2:36][CH2:35]1)(=[O:39])[CH3:38], predict the reactants needed to synthesize it. The reactants are: [Cl:1][C:2]1[N:7]=[CH:6][C:5]([CH2:8][C:9]([O:11]C(C)(C)C)=O)=[CH:4][C:3]=1[F:16].C(O)(C(F)(F)F)=O.[NH2:24][C:25]1[N:30]=[CH:29][C:28]([N:31]2[CH2:36][CH2:35][N:34]([C:37](=[O:39])[CH3:38])[CH2:33][CH2:32]2)=[CH:27][CH:26]=1.CCN(C(C)C)C(C)C.F[P-](F)(F)(F)(F)F.N1(OC(N(C)C)=[N+](C)C)C2N=CC=CC=2N=N1. (3) Given the product [CH3:1][O:2][C:3]1[CH:27]=[CH:26][C:6]([CH2:7][N:8]2[C:17]3[C:12](=[CH:13][C:14]([CH:18]4[CH2:30][CH:19]4[C:20]([O:22][CH2:23][CH3:24])=[O:21])=[CH:15][CH:16]=3)[CH:11]=[CH:10][C:9]2=[O:25])=[CH:5][CH:4]=1, predict the reactants needed to synthesize it. The reactants are: [CH3:1][O:2][C:3]1[CH:27]=[CH:26][C:6]([CH2:7][N:8]2[C:17]3[C:12](=[CH:13][C:14](/[CH:18]=[CH:19]/[C:20]([O:22][CH2:23][CH3:24])=[O:21])=[CH:15][CH:16]=3)[CH:11]=[CH:10][C:9]2=[O:25])=[CH:5][CH:4]=1.[N+](=[CH2:30])=[N-]. (4) The reactants are: BrC1C2SC(C3C=NN(C)C=3)=NC=2C(Cl)=CN=1.[OH-:18].[Na+].OO.[Cl:22][C:23]1[C:24]2[N:33]=[C:32]([C:34]3[CH:35]=[N:36][N:37]([CH3:39])[CH:38]=3)[S:31][C:25]=2[C:26]([C:29]#[N:30])=[N:27][CH:28]=1. Given the product [Cl:22][C:23]1[C:24]2[N:33]=[C:32]([C:34]3[CH:35]=[N:36][N:37]([CH3:39])[CH:38]=3)[S:31][C:25]=2[C:26]([C:29]([NH2:30])=[O:18])=[N:27][CH:28]=1, predict the reactants needed to synthesize it. (5) Given the product [CH3:13][C:12]1[C:7]([NH:6][C:1]2[S:23][CH:24]=[N:25][N:26]=2)=[N:8][C:9]([NH:15][CH2:16][C:17]2[CH:22]=[CH:21][CH:20]=[CH:19][N:18]=2)=[N:10][C:11]=1[CH3:14], predict the reactants needed to synthesize it. The reactants are: [CH:1]1([NH:6][C:7]2[C:12]([CH3:13])=[C:11]([CH3:14])[N:10]=[C:9]([NH:15][CH2:16][C:17]3[CH:22]=[CH:21][CH:20]=[CH:19][N:18]=3)[N:8]=2)CCCC1.[S:23]1C=[N:26][N:25]=[C:24]1N. (6) Given the product [CH3:30][N:1]1[CH2:4][CH:3]([O:5][C:6]2[CH:7]=[C:8]([C:12]3[C:21]4[CH2:20][CH2:19][CH2:18][CH2:17][C:16]=4[N:15]=[C:14]([O:22][CH2:23][C:24]4[CH:29]=[CH:28][CH:27]=[CH:26][N:25]=4)[CH:13]=3)[CH:9]=[N:10][CH:11]=2)[CH2:2]1, predict the reactants needed to synthesize it. The reactants are: [NH:1]1[CH2:4][CH:3]([O:5][C:6]2[CH:7]=[C:8]([C:12]3[C:21]4[CH2:20][CH2:19][CH2:18][CH2:17][C:16]=4[N:15]=[C:14]([O:22][CH2:23][C:24]4[CH:29]=[CH:28][CH:27]=[CH:26][N:25]=4)[CH:13]=3)[CH:9]=[N:10][CH:11]=2)[CH2:2]1.[C:30](=O)([O-])[O-].[Cs+].[Cs+].CI. (7) Given the product [C:34]([N:30]1[CH2:31][C@@H:32]([OH:33])[C@H:28]([NH:27][C:25]([C:21]2[C:17]3[N:18]=[CH:19][N:20]=[C:15]([C:8]4[CH:9]=[CH:10][C:11]([O:13][CH3:14])=[CH:12][C:7]=4[O:6][CH2:5][CH:2]4[CH2:4][CH2:3]4)[C:16]=3[NH:23][C:22]=2[CH3:24])=[O:26])[CH2:29]1)(=[O:36])[CH3:35], predict the reactants needed to synthesize it. The reactants are: Cl.[CH:2]1([CH2:5][O:6][C:7]2[CH:12]=[C:11]([O:13][CH3:14])[CH:10]=[CH:9][C:8]=2[C:15]2[C:16]3[NH:23][C:22]([CH3:24])=[C:21]([C:25]([NH:27][C@H:28]4[C@H:32]([OH:33])[CH2:31][NH:30][CH2:29]4)=[O:26])[C:17]=3[N:18]=[CH:19][N:20]=2)[CH2:4][CH2:3]1.[C:34](Cl)(=[O:36])[CH3:35]. (8) Given the product [Br:1][C:2]1[C:3]([OH:12])=[C:4]([N+:13]([O-:15])=[O:14])[C:5]([N+:9]([O-:11])=[O:10])=[C:6]([F:8])[CH:7]=1, predict the reactants needed to synthesize it. The reactants are: [Br:1][C:2]1[CH:7]=[C:6]([F:8])[C:5]([N+:9]([O-:11])=[O:10])=[CH:4][C:3]=1[OH:12].[N+:13]([O-])([OH:15])=[O:14].